Dataset: Catalyst prediction with 721,799 reactions and 888 catalyst types from USPTO. Task: Predict which catalyst facilitates the given reaction. (1) Reactant: [N:1]1([C:7](OC(C)(C)C)=O)[CH2:6][CH2:5][NH:4][CH2:3][CH2:2]1.BrC1[CH:20]=[CH:19][CH:18]=[C:17]([C:21]2[CH:26]=[C:25]([C:27]([CH3:30])([CH3:29])[CH3:28])[CH:24]=[C:23]([C:31]([CH3:34])([CH3:33])[CH3:32])[CH:22]=2)[N:16]=1.C(N(C(C)C)CC)(C)C. Product: [C:31]([C:23]1[CH:22]=[C:21]([C:17]2[N:16]=[C:7]([N:1]3[CH2:2][CH2:3][NH:4][CH2:5][CH2:6]3)[CH:20]=[CH:19][CH:18]=2)[CH:26]=[C:25]([C:27]([CH3:28])([CH3:29])[CH3:30])[CH:24]=1)([CH3:32])([CH3:33])[CH3:34]. The catalyst class is: 3. (2) Reactant: [CH3:1][O:2][C:3]1[CH:34]=[C:33]([O:35][CH3:36])[CH:32]=[CH:31][C:4]=1[CH2:5][N:6]1[C:11]([C:12]2[CH:17]=[CH:16][C:15](/[CH:18]=[CH:19]/OCC)=[CH:14][CH:13]=2)=[C:10]([CH2:23][CH3:24])[C:9]([OH:25])=[C:8]([C:26]([O:28][CH3:29])=[O:27])[C:7]1=[O:30].Cl.O1CCOCC1.[CH3:44][NH:45][CH3:46].[BH-](OC(C)=O)(OC(C)=O)OC(C)=O.[Na+]. Product: [CH3:1][O:2][C:3]1[CH:34]=[C:33]([O:35][CH3:36])[CH:32]=[CH:31][C:4]=1[CH2:5][N:6]1[C:11]([C:12]2[CH:17]=[CH:16][C:15]([CH2:18][CH2:19][N:45]([CH3:46])[CH3:44])=[CH:14][CH:13]=2)=[C:10]([CH2:23][CH3:24])[C:9]([OH:25])=[C:8]([C:26]([O:28][CH3:29])=[O:27])[C:7]1=[O:30]. The catalyst class is: 229. (3) Reactant: [O:1]=[C:2]1[CH2:10][C:9]2[C:4](=[CH:5][C:6]([NH:11][C:12](=[O:19])[C:13]3[CH:18]=[CH:17][CH:16]=[CH:15][CH:14]=3)=[CH:7][CH:8]=2)[NH:3]1.[CH:20]([C:22]1[NH:26][C:25]([CH3:27])=[C:24]([C:28]([OH:30])=[O:29])[C:23]=1[CH3:31])=O. Product: [C:12]([NH:11][C:6]1[CH:5]=[C:4]2[C:9]([C:10](=[CH:20][C:22]3[NH:26][C:25]([CH3:27])=[C:24]([C:28]([OH:30])=[O:29])[C:23]=3[CH3:31])[C:2](=[O:1])[NH:3]2)=[CH:8][CH:7]=1)(=[O:19])[C:13]1[CH:14]=[CH:15][CH:16]=[CH:17][CH:18]=1. The catalyst class is: 360. (4) The catalyst class is: 112. Product: [C:18]([C:22]1[CH:23]=[CH:24][C:25]([C:26]([NH:1][C:2]2[CH:11]=[CH:10][CH:9]=[CH:8][C:3]=2[C:4]([O:6][CH3:7])=[O:5])=[O:27])=[CH:29][CH:30]=1)([CH3:21])([CH3:19])[CH3:20]. Reactant: [NH2:1][C:2]1[CH:11]=[CH:10][CH:9]=[CH:8][C:3]=1[C:4]([O:6][CH3:7])=[O:5].N1C=CC=CC=1.[C:18]([C:22]1[CH:30]=[CH:29][C:25]([C:26](Cl)=[O:27])=[CH:24][CH:23]=1)([CH3:21])([CH3:20])[CH3:19]. (5) Reactant: [N+:1]([C:4]1[CH:17]=[CH:16][C:7]([CH2:8][N:9]2[CH2:14][C@@H:13]3[CH2:15][C@H:10]2[CH2:11][O:12]3)=[CH:6][CH:5]=1)([O-])=O. Product: [C@H:13]12[CH2:15][C@H:10]([N:9]([CH2:8][C:7]3[CH:6]=[CH:5][C:4]([NH2:1])=[CH:17][CH:16]=3)[CH2:14]1)[CH2:11][O:12]2. The catalyst class is: 99. (6) Product: [CH2:1]([C:5]12[CH2:17][CH2:16][C:15](=[O:18])[C:14]([C:19]3[CH:24]=[CH:23][C:22]([O:25][CH2:36][CH2:37][N:38]4[CH2:43][CH2:42][CH2:41][CH2:40][CH2:39]4)=[CH:21][CH:20]=3)=[C:13]1[C:12]1[C:7](=[CH:8][C:9]([O:26][CH3:27])=[CH:10][CH:11]=1)[CH2:6]2)[CH2:2][CH2:3][CH3:4]. The catalyst class is: 692. Reactant: [CH2:1]([C:5]12[CH2:17][CH2:16][C:15](=[O:18])[C:14]([C:19]3[CH:24]=[CH:23][C:22]([OH:25])=[CH:21][CH:20]=3)=[C:13]1[C:12]1[C:7](=[CH:8][C:9]([O:26][CH3:27])=[CH:10][CH:11]=1)[CH2:6]2)[CH2:2][CH2:3][CH3:4].C(=O)([O-])[O-].[Cs+].[Cs+].Cl.Cl[CH2:36][CH2:37][N:38]1[CH2:43][CH2:42][CH2:41][CH2:40][CH2:39]1. (7) Reactant: [Cl:1][C:2]1[CH:3]=[CH:4][C:5]2[C:6]([N:12]=1)=[N:7][C:8]([NH2:11])=[CH:9][N:10]=2.[CH2:13]([N:15]=[C:16]=[O:17])[CH3:14]. Product: [Cl:1][C:2]1[CH:3]=[CH:4][C:5]2[C:6]([N:12]=1)=[N:7][C:8]([NH:11][C:16]([NH:15][CH2:13][CH3:14])=[O:17])=[CH:9][N:10]=2. The catalyst class is: 12. (8) Reactant: [F:1][C:2]1[CH:24]=[CH:23][C:5]([CH2:6][N:7]2[C:11]3[CH:12]=[CH:13][CH:14]=[CH:15][C:10]=3[N:9]=[C:8]2[N:16]2[CH2:22][CH2:21][CH2:20][NH:19][CH2:18][CH2:17]2)=[CH:4][CH:3]=1.[IH:25].C(O)C. Product: [IH:25].[F:1][C:2]1[CH:3]=[CH:4][C:5]([CH2:6][N:7]2[C:11]3[CH:12]=[CH:13][CH:14]=[CH:15][C:10]=3[N:9]=[C:8]2[N:16]2[CH2:22][CH2:21][CH2:20][NH:19][CH2:18][CH2:17]2)=[CH:23][CH:24]=1. The catalyst class is: 27. (9) Reactant: [CH2:1]([O:3][C:4]([CH:6]1[CH2:10][CH2:9][CH2:8][C:7]1=O)=[O:5])[CH3:2].[CH2:12]([NH2:14])[CH3:13].O1CCCC1.C([BH3-])#N.[Na+]. Product: [CH2:1]([O:3][C:4]([C:6]1[CH2:10][CH2:9][CH2:8][C:7]=1[NH:14][CH2:12][CH3:13])=[O:5])[CH3:2]. The catalyst class is: 212.